Dataset: TCR-epitope binding with 47,182 pairs between 192 epitopes and 23,139 TCRs. Task: Binary Classification. Given a T-cell receptor sequence (or CDR3 region) and an epitope sequence, predict whether binding occurs between them. (1) The TCR CDR3 sequence is CASSWDIEAFF. Result: 0 (the TCR does not bind to the epitope). The epitope is VLAWLYAAV. (2) The epitope is RLRAEAQVK. The TCR CDR3 sequence is CASSPSGGDYNEQFF. Result: 1 (the TCR binds to the epitope).